From a dataset of Catalyst prediction with 721,799 reactions and 888 catalyst types from USPTO. Predict which catalyst facilitates the given reaction. (1) Reactant: C(OC[O:5][C:6]1[CH:7]=[C:8]([CH2:28][N:29]([CH2:37][C:38]2[CH:43]=[CH:42][CH:41]=[CH:40][N:39]=2)[CH2:30][C:31]2[CH:36]=[CH:35][CH:34]=[CH:33][N:32]=2)[CH:9]=[C:10]([CH2:12][N:13]([CH2:21][C:22]2[CH:27]=[CH:26][CH:25]=[CH:24][N:23]=2)[CH2:14][C:15]2[CH:20]=[CH:19][CH:18]=[CH:17][N:16]=2)[CH:11]=1)C.FC(F)(F)C(O)=O.CO.C(Cl)Cl. Product: [N:16]1[CH:17]=[CH:18][CH:19]=[CH:20][C:15]=1[CH2:14][N:13]([CH2:12][C:10]1[CH:11]=[C:6]([OH:5])[CH:7]=[C:8]([CH2:28][N:29]([CH2:30][C:31]2[CH:36]=[CH:35][CH:34]=[CH:33][N:32]=2)[CH2:37][C:38]2[CH:43]=[CH:42][CH:41]=[CH:40][N:39]=2)[CH:9]=1)[CH2:21][C:22]1[CH:27]=[CH:26][CH:25]=[CH:24][N:23]=1. The catalyst class is: 2. (2) Reactant: [H-].[Na+].[CH2:3]([C:10]1([CH3:28])[C:15](=[O:16])[N:14]([CH3:17])/[C:13](=[CH:18]\[C:19]2[CH:26]=[CH:25][CH:24]=[CH:23][C:20]=2[C:21]#[N:22])/[C:12](=[O:27])[NH:11]1)[C:4]1[CH:9]=[CH:8][CH:7]=[CH:6][CH:5]=1.[CH3:29][S:30](Cl)(=[O:32])=[O:31].C(O)(=O)CC(CC(O)=O)(C(O)=O)O. Product: [CH2:3]([C:10]1([CH3:28])[C:15](=[O:16])[N:14]([CH3:17])/[C:13](=[CH:18]\[C:19]2[CH:26]=[CH:25][CH:24]=[CH:23][C:20]=2[C:21]#[N:22])/[C:12](=[O:27])[N:11]1[S:30]([CH3:29])(=[O:32])=[O:31])[C:4]1[CH:9]=[CH:8][CH:7]=[CH:6][CH:5]=1. The catalyst class is: 3. (3) Reactant: [Cl:1][C:2]1[CH:3]=[CH:4][C:5]([C@@:8]([NH:30][C:31]([C@H:33]2[CH2:37][C:36]([F:39])([F:38])[CH2:35][N:34]2C(OC(C)(C)C)=O)=[O:32])([C:16]2[CH:21]=[C:20]([O:22][C:23]([F:28])([F:27])[CH:24]([F:26])[F:25])[CH:19]=[C:18]([F:29])[CH:17]=2)[CH2:9][C:10]2[CH:15]=[CH:14][CH:13]=[CH:12][CH:11]=2)=[N:6][CH:7]=1. Product: [Cl:1][C:2]1[CH:3]=[CH:4][C:5]([C@@:8]([NH:30][C:31]([C@H:33]2[CH2:37][C:36]([F:38])([F:39])[CH2:35][NH:34]2)=[O:32])([C:16]2[CH:21]=[C:20]([O:22][C:23]([F:28])([F:27])[CH:24]([F:25])[F:26])[CH:19]=[C:18]([F:29])[CH:17]=2)[CH2:9][C:10]2[CH:15]=[CH:14][CH:13]=[CH:12][CH:11]=2)=[N:6][CH:7]=1. The catalyst class is: 137. (4) Reactant: C[O:2][C:3](OC)([C:5]([C:13]#[N:14])=[CH:6][C:7]1[CH:12]=[CH:11][CH:10]=[CH:9][CH:8]=1)[CH3:4].CCCCCC.C(OCC)(=O)C. Product: [C:13]([C:5](=[CH:6][C:7]1[CH:8]=[CH:9][CH:10]=[CH:11][CH:12]=1)[C:3](=[O:2])[CH3:4])#[N:14]. The catalyst class is: 33. (5) Reactant: [CH2:1]([O:3][C:4]1[CH:17]=[C:16]2[C:7]([C:8]([C:22]3[CH:27]=[CH:26][C:25]([N:28]4[CH:32]=[CH:31][N:30]=[CH:29]4)=[CH:24][CH:23]=3)=[N:9][CH:10]3[CH:15]2[CH2:14][CH:13]([O:18]C(=O)C)[CH2:12][CH2:11]3)=[CH:6][C:5]=1[O:33][CH3:34])[CH3:2].C(=O)([O-])[O-].[Cs+].[Cs+]. Product: [CH2:1]([O:3][C:4]1[CH:17]=[C:16]2[C:7]([C:8]([C:22]3[CH:23]=[CH:24][C:25]([N:28]4[CH:32]=[CH:31][N:30]=[CH:29]4)=[CH:26][CH:27]=3)=[N:9][CH:10]3[CH:15]2[CH2:14][CH:13]([OH:18])[CH2:12][CH2:11]3)=[CH:6][C:5]=1[O:33][CH3:34])[CH3:2]. The catalyst class is: 98. (6) Reactant: Br[C:2]1[CH:9]=[C:6]([CH:7]=[O:8])[C:5]([OH:10])=[CH:4][CH:3]=1.[CH3:11][O:12][CH2:13][O:14][C:15]1[C:20]([C:21]([CH3:24])([CH3:23])[CH3:22])=[CH:19][C:18]([CH2:25][CH3:26])=[CH:17][C:16]=1B(O)O.C([O-])([O-])=O.[Na+].[Na+]. Product: [OH:10][C:5]1[CH:4]=[CH:3][C:2]([C:16]2[CH:17]=[C:18]([CH2:25][CH3:26])[CH:19]=[C:20]([C:21]([CH3:24])([CH3:22])[CH3:23])[C:15]=2[O:14][CH2:13][O:12][CH3:11])=[CH:9][C:6]=1[CH:7]=[O:8]. The catalyst class is: 335. (7) Reactant: [Cl:1][C:2]1[CH:21]=[C:20]([F:22])[C:19]([N:23]2[C:28](=[O:29])[CH:27]=[C:26]([C:30]([F:33])([F:32])[F:31])[NH:25][C:24]2=[O:34])=[CH:18][C:3]=1[O:4][C:5]1[CH:17]=[CH:16][CH:15]=[CH:14][C:6]=1[O:7][CH2:8][C:9]([O:11][CH2:12][CH3:13])=[O:10].[C:35](=O)([O-])[O-].[K+].[K+].CI.Cl. Product: [Cl:1][C:2]1[CH:21]=[C:20]([F:22])[C:19]([N:23]2[C:28](=[O:29])[CH:27]=[C:26]([C:30]([F:31])([F:32])[F:33])[N:25]([CH3:35])[C:24]2=[O:34])=[CH:18][C:3]=1[O:4][C:5]1[CH:17]=[CH:16][CH:15]=[CH:14][C:6]=1[O:7][CH2:8][C:9]([O:11][CH2:12][CH3:13])=[O:10]. The catalyst class is: 9. (8) Reactant: [CH3:1][C:2]1([CH3:14])[CH2:7][C:6](N2CCOCC2)=[CH:5][CH2:4][CH2:3]1.CC1(C)CCCC(N2CC[O:25]CC2)=C1.[CH2:29]([O:31][C:32]1[CH:37]=[CH:36][C:35]([N:38]=[C:39]=[O:40])=[CH:34][CH:33]=1)[CH3:30].ClCCl. Product: [CH2:29]([O:31][C:32]1[CH:37]=[CH:36][C:35]([NH:38][C:39]([CH:5]2[CH2:4][CH2:3][C:2]([CH3:14])([CH3:1])[CH2:7][C:6]2=[O:25])=[O:40])=[CH:34][CH:33]=1)[CH3:30]. The catalyst class is: 22. (9) Reactant: [C:1]([Si:5]1([C:40]([CH3:43])([CH3:42])[CH3:41])[O:10][C@H:9]2[C@H:11]([O:14][C:15]3[N:16]([CH2:32][O:33][CH2:34][CH2:35][Si:36]([CH3:39])([CH3:38])[CH3:37])[C:17]4[C:18]([N:31]=3)=[N:19][C:20]([C:24]3[CH:29]=[CH:28][C:27](Br)=[CH:26][CH:25]=3)=[C:21]([Cl:23])[CH:22]=4)[CH2:12][O:13][C@@H:8]2[CH2:7][O:6]1)([CH3:4])([CH3:3])[CH3:2].[B:44]1([B:44]2[O:48][C:47]([CH3:50])([CH3:49])[C:46]([CH3:52])([CH3:51])[O:45]2)[O:48][C:47]([CH3:50])([CH3:49])[C:46]([CH3:52])([CH3:51])[O:45]1.C([O-])(=O)C.[K+]. Product: [C:1]([Si:5]1([C:40]([CH3:43])([CH3:42])[CH3:41])[O:10][C@H:9]2[C@H:11]([O:14][C:15]3[N:16]([CH2:32][O:33][CH2:34][CH2:35][Si:36]([CH3:39])([CH3:38])[CH3:37])[C:17]4[C:18]([N:31]=3)=[N:19][C:20]([C:24]3[CH:29]=[CH:28][C:27]([B:44]5[O:48][C:47]([CH3:50])([CH3:49])[C:46]([CH3:52])([CH3:51])[O:45]5)=[CH:26][CH:25]=3)=[C:21]([Cl:23])[CH:22]=4)[CH2:12][O:13][C@@H:8]2[CH2:7][O:6]1)([CH3:4])([CH3:3])[CH3:2]. The catalyst class is: 12. (10) Reactant: N1CCCCC1.C(O)(=O)C.[CH3:11][C:12]([CH3:20])([CH3:19])[CH2:13][C:14](=[O:18])[CH2:15][C:16]#[N:17].[Cl:21][C:22]1[CH:29]=[CH:28][C:25]([CH:26]=O)=[CH:24][CH:23]=1. Product: [Cl:21][C:22]1[CH:29]=[CH:28][C:25]([CH:26]=[C:15]([C:14](=[O:18])[CH2:13][C:12]([CH3:20])([CH3:19])[CH3:11])[C:16]#[N:17])=[CH:24][CH:23]=1. The catalyst class is: 32.